From a dataset of Reaction yield outcomes from USPTO patents with 853,638 reactions. Predict the reaction yield, written as a fraction of the theoretical maximum amount of product (1.0 means a 100% yield; for example, 0.34 means a 34% yield). The reactants are [OH:1][C:2]1[CH:7]=[CH:6][C:5]([C:8]2[N:9]=[C:10]3[C:15](=[N:16][C:17]=2[C:18]2[CH:23]=[CH:22][C:21]([OH:24])=[CH:20][CH:19]=2)[N:14]=[CH:13][N:12]=[C:11]3[NH2:25])=[CH:4][CH:3]=1.[C:26](Cl)(=[O:28])[CH3:27].[CH2:30]([O:32]CC)[CH3:31]. The catalyst is FC(F)(F)C(O)=O. The product is [C:26]([O:24][C:21]1[CH:22]=[CH:23][C:18]([C:17]2[N:16]=[C:15]3[C:10]([C:11]([NH2:25])=[N:12][CH:13]=[N:14]3)=[N:9][C:8]=2[C:5]2[CH:6]=[CH:7][C:2]([O:1][C:30](=[O:32])[CH3:31])=[CH:3][CH:4]=2)=[CH:19][CH:20]=1)(=[O:28])[CH3:27]. The yield is 0.977.